Predict the product of the given reaction. From a dataset of Forward reaction prediction with 1.9M reactions from USPTO patents (1976-2016). (1) Given the reactants [Cl:1][C:2]1[CH:3]=[C:4]([C:8]2[C:9](=[O:30])[N:10]([CH2:25][CH:26]3[CH2:29][CH2:28][CH2:27]3)[C:11]3[CH2:12][CH2:13][N:14](C(OC(C)(C)C)=O)[CH2:15][C:16]=3[CH:17]=2)[CH:5]=[CH:6][CH:7]=1.C(O)(C(F)(F)F)=O.C(Cl)Cl, predict the reaction product. The product is: [Cl:1][C:2]1[CH:3]=[C:4]([C:8]2[C:9](=[O:30])[N:10]([CH2:25][CH:26]3[CH2:29][CH2:28][CH2:27]3)[C:11]3[CH2:12][CH2:13][NH:14][CH2:15][C:16]=3[CH:17]=2)[CH:5]=[CH:6][CH:7]=1. (2) Given the reactants [CH3:1][O:2][CH2:3][CH2:4][O:5][C:6]1[C:7]([CH3:20])=[C:8]([CH:13]=[CH:14][C:15]=1[S:16]([CH3:19])(=[O:18])=[O:17])[C:9]([O:11]C)=[O:10].[OH-].[Na+].[Cl-].[Na+].C(=O)([O-])[O-].[K+].[K+], predict the reaction product. The product is: [CH3:1][O:2][CH2:3][CH2:4][O:5][C:6]1[C:7]([CH3:20])=[C:8]([CH:13]=[CH:14][C:15]=1[S:16]([CH3:19])(=[O:17])=[O:18])[C:9]([OH:11])=[O:10]. (3) Given the reactants [C:1](O)(=O)C.C(N)=N.COCCO.[NH2:13][C:14]1[CH:19]=[CH:18][CH:17]=[CH:16][C:15]=1[NH:20][C:21]1[CH:33]=[CH:32][C:24]([C:25]([O:27][C:28]([CH3:31])([CH3:30])[CH3:29])=[O:26])=[C:23]([NH:34][C:35]2[CH:40]=[CH:39][C:38]([F:41])=[CH:37][CH:36]=2)[CH:22]=1.C(OCC)(=O)C, predict the reaction product. The product is: [N:20]1([C:21]2[CH:33]=[CH:32][C:24]([C:25]([O:27][C:28]([CH3:31])([CH3:30])[CH3:29])=[O:26])=[C:23]([NH:34][C:35]3[CH:36]=[CH:37][C:38]([F:41])=[CH:39][CH:40]=3)[CH:22]=2)[C:15]2[CH:16]=[CH:17][CH:18]=[CH:19][C:14]=2[N:13]=[CH:1]1.